From a dataset of Peptide-MHC class II binding affinity with 134,281 pairs from IEDB. Regression. Given a peptide amino acid sequence and an MHC pseudo amino acid sequence, predict their binding affinity value. This is MHC class II binding data. (1) The peptide sequence is GEVEIQFRRVKCKYP. The MHC is HLA-DQA10102-DQB10502 with pseudo-sequence HLA-DQA10102-DQB10502. The binding affinity (normalized) is 0.115. (2) The MHC is DRB1_0301 with pseudo-sequence DRB1_0301. The binding affinity (normalized) is 0.473. The peptide sequence is DVDLFLTGTPDEYVEQV. (3) The binding affinity (normalized) is 0. The MHC is DRB1_0301 with pseudo-sequence DRB1_0301. The peptide sequence is VGAATGAATAATGGY. (4) The peptide sequence is YDKFLANVSTVLTRK. The MHC is DRB3_0202 with pseudo-sequence DRB3_0202. The binding affinity (normalized) is 0.971. (5) The peptide sequence is IFYDVFFAVANGNEL. The MHC is DRB1_1101 with pseudo-sequence DRB1_1101. The binding affinity (normalized) is 0.205.